From a dataset of Reaction yield outcomes from USPTO patents with 853,638 reactions. Predict the reaction yield, written as a fraction of the theoretical maximum amount of product (1.0 means a 100% yield; for example, 0.34 means a 34% yield). (1) The reactants are Br[C:2]1[CH:3]=[C:4]([N:8]2[C:12]3=[N:13][CH:14]=[C:15]([CH:17]4[CH2:19][CH2:18]4)[CH:16]=[C:11]3[C:10]([C:20]([NH2:22])=[O:21])=[N:9]2)[CH:5]=[CH:6][CH:7]=1.[C:23]([C@:25]1([OH:32])[CH2:29][CH2:28][N:27]([CH3:30])[C:26]1=[O:31])#[CH:24]. No catalyst specified. The product is [CH:17]1([C:15]2[CH:16]=[C:11]3[C:10]([C:20]([NH2:22])=[O:21])=[N:9][N:8]([C:4]4[CH:5]=[CH:6][CH:7]=[C:2]([C:24]#[C:23][C@:25]5([OH:32])[CH2:29][CH2:28][N:27]([CH3:30])[C:26]5=[O:31])[CH:3]=4)[C:12]3=[N:13][CH:14]=2)[CH2:19][CH2:18]1. The yield is 0.370. (2) The reactants are [OH-].[Na+].[C:3]([O:7][C:8]([NH:10][CH:11]([CH2:16][C:17]1[CH:22]=[CH:21][C:20]([O:23][CH3:24])=[CH:19][C:18]=1[OH:25])[C:12]([O:14]C)=[O:13])=[O:9])([CH3:6])([CH3:5])[CH3:4].Cl. The catalyst is O1CCCC1. The product is [C:3]([O:7][C:8]([NH:10][CH:11]([CH2:16][C:17]1[CH:22]=[CH:21][C:20]([O:23][CH3:24])=[CH:19][C:18]=1[OH:25])[C:12]([OH:14])=[O:13])=[O:9])([CH3:5])([CH3:6])[CH3:4]. The yield is 1.00. (3) The reactants are C(=O)([O-])[O-].[K+].[K+].[C:7]([C:9]1[CH:10]=[C:11]([S:16]([N:19]([C:27]2[N:28]=[CH:29][S:30][CH:31]=2)[C:20](=[O:26])[O:21][C:22]([CH3:25])([CH3:24])[CH3:23])(=[O:18])=[O:17])[CH:12]=[CH:13][C:14]=1F)#[N:8].[Cl:32][C:33]1[CH:38]=[CH:37][C:36]([OH:39])=[C:35]([I:40])[CH:34]=1. The catalyst is CN(C)C=O.C(OCC)(=O)C. The product is [Cl:32][C:33]1[CH:38]=[CH:37][C:36]([O:39][C:14]2[CH:13]=[CH:12][C:11]([S:16]([N:19]([C:27]3[N:28]=[CH:29][S:30][CH:31]=3)[C:20](=[O:26])[O:21][C:22]([CH3:25])([CH3:24])[CH3:23])(=[O:18])=[O:17])=[CH:10][C:9]=2[C:7]#[N:8])=[C:35]([I:40])[CH:34]=1. The yield is 1.00. (4) The reactants are [OH:1][C:2]1[C:3]([O:20][CH3:21])=[C:4]([C:10]2[CH:18]=[CH:17][CH:16]=[C:15]3[C:11]=2[CH2:12][CH2:13][C:14]3=[O:19])[CH:5]=[CH:6][C:7]=1[O:8][CH3:9].C(=O)([O-])[O-].[K+].[K+].Br[CH2:29][C:30]1([CH3:34])[CH2:33][O:32][CH2:31]1. The catalyst is C(#N)C. The product is [CH3:21][O:20][C:3]1[C:2]([O:1][CH2:29][C:30]2([CH3:34])[CH2:33][O:32][CH2:31]2)=[C:7]([O:8][CH3:9])[CH:6]=[CH:5][C:4]=1[C:10]1[CH:18]=[CH:17][CH:16]=[C:15]2[C:11]=1[CH2:12][CH2:13][C:14]2=[O:19]. The yield is 0.385. (5) The reactants are [Si:1]([O:8][CH2:9][CH2:10][CH2:11][CH2:12][N:13]([C:18]1[C:35]([CH:36]2[CH2:38][CH2:37]2)=[CH:34][C:21]2[C:22]([C:32]#[N:33])=[C:23]([C:25]3[CH:30]=[CH:29][C:28]([F:31])=[CH:27][CH:26]=3)[O:24][C:20]=2[CH:19]=1)[S:14]([CH3:17])(=[O:16])=[O:15])([C:4]([CH3:7])([CH3:6])[CH3:5])([CH3:3])[CH3:2].[NH2:39][OH:40]. The catalyst is C(O)C. The product is [Si:1]([O:8][CH2:9][CH2:10][CH2:11][CH2:12][N:13]([S:14]([CH3:17])(=[O:16])=[O:15])[C:18]1[C:35]([CH:36]2[CH2:38][CH2:37]2)=[CH:34][C:21]2[C:22]([C:32](=[NH:33])[NH:39][OH:40])=[C:23]([C:25]3[CH:26]=[CH:27][C:28]([F:31])=[CH:29][CH:30]=3)[O:24][C:20]=2[CH:19]=1)([C:4]([CH3:7])([CH3:5])[CH3:6])([CH3:3])[CH3:2]. The yield is 0.840.